From a dataset of Full USPTO retrosynthesis dataset with 1.9M reactions from patents (1976-2016). Predict the reactants needed to synthesize the given product. (1) Given the product [C:18]1([S:15]([C:11]2[CH:10]=[C:9]3[C:14](=[CH:13][CH:12]=2)[CH:5]([CH2:4][CH2:3][O:2][S:38]([CH3:37])(=[O:40])=[O:39])[CH2:6][CH2:7][CH2:8]3)(=[O:17])=[O:16])[CH:23]=[CH:22][CH:21]=[CH:20][CH:19]=1, predict the reactants needed to synthesize it. The reactants are: C[O:2][C:3](=O)[CH2:4][CH:5]1[C:14]2[C:9](=[CH:10][C:11]([S:15]([C:18]3[CH:23]=[CH:22][CH:21]=[CH:20][CH:19]=3)(=[O:17])=[O:16])=[CH:12][CH:13]=2)[CH2:8][CH2:7][CH2:6]1.[H-].[Al+3].[Li+].[H-].[H-].[H-].N1C=CC=CC=1.[CH3:37][S:38](Cl)(=[O:40])=[O:39].C([O-])(O)=O.[Na+]. (2) Given the product [Br:1][C:2]1[CH:3]=[C:4]([CH:9]=[C:10]([C:12]([N:14]([CH2:18][CH2:19][CH3:20])[CH2:15][CH2:16][CH3:17])=[O:13])[CH:11]=1)[C:5]([OH:7])=[O:6], predict the reactants needed to synthesize it. The reactants are: [Br:1][C:2]1[CH:3]=[C:4]([CH:9]=[C:10]([C:12]([N:14]([CH2:18][CH2:19][CH3:20])[CH2:15][CH2:16][CH3:17])=[O:13])[CH:11]=1)[C:5]([O:7]C)=[O:6].O.[OH-].[Li+]. (3) Given the product [CH3:1][O:2][C:3]1[CH:25]=[C:24]([O:26][CH3:27])[CH:23]=[CH:22][C:4]=1[CH2:5][N:6]1[C:30](=[O:29])[C:31]([C:32]([O:34][CH3:35])=[O:33])=[CH:36][C:8]2[CH2:9][CH2:10][CH2:11][CH2:12][C:13]3[CH:18]=[C:17]([N:19]([CH3:20])[CH3:21])[CH:16]=[CH:15][C:14]=3[C:7]1=2, predict the reactants needed to synthesize it. The reactants are: [CH3:1][O:2][C:3]1[CH:25]=[C:24]([O:26][CH3:27])[CH:23]=[CH:22][C:4]=1[CH2:5][N:6]=[C:7]1[C:14]2[CH:15]=[CH:16][C:17]([N:19]([CH3:21])[CH3:20])=[CH:18][C:13]=2[CH2:12][CH2:11][CH2:10][CH2:9][CH2:8]1.C[O:29][CH:30]=[C:31]([C:36](OC)=O)[C:32]([O:34][CH3:35])=[O:33]. (4) Given the product [CH3:21][C:19]1[CH:18]=[CH:17][N:16]=[C:15]([N:5]2[C:4]3[CH:3]=[CH:2][CH:14]=[CH:13][C:12]=3[C:11]3[C:6]2=[CH:7][CH:8]=[CH:9][CH:10]=3)[CH:20]=1, predict the reactants needed to synthesize it. The reactants are: Br[C:2]1[CH:14]=[CH:13][C:12]2[C:11]3[C:6](=[CH:7][CH:8]=[CH:9][CH:10]=3)[N:5]([C:15]3[CH:20]=[C:19]([CH3:21])[CH:18]=[CH:17][N:16]=3)[C:4]=2[CH:3]=1.CC1C=CN=C(N2C3C=C(O)C=CC=3C3C2=CC=CC=3)C=1.N1C=CC=CC=1C(O)=O.O.[O-]P([O-])([O-])=O.[K+].[K+].[K+].